This data is from Full USPTO retrosynthesis dataset with 1.9M reactions from patents (1976-2016). The task is: Predict the reactants needed to synthesize the given product. (1) Given the product [C:42]([O:46][C:47](=[O:50])[CH2:48][NH:49][C:8]([C:3]1[C:2]([OH:1])=[CH:7][CH:6]=[CH:5][N:4]=1)=[O:10])([CH3:45])([CH3:44])[CH3:43], predict the reactants needed to synthesize it. The reactants are: [OH:1][C:2]1[C:3]([C:8]([OH:10])=O)=[N:4][CH:5]=[CH:6][CH:7]=1.C(N(C(C)C)CC)(C)C.CN(C)CCCN=C=NCC.ON1C2C=CC=CC=2N=N1.Cl.[C:42]([O:46][C:47](=[O:50])[CH2:48][NH2:49])([CH3:45])([CH3:44])[CH3:43]. (2) Given the product [CH3:1][O:2][C:3](=[O:17])[CH2:4][C:5]1[CH:10]=[CH:9][CH:8]=[C:7]([SH:11])[CH:6]=1, predict the reactants needed to synthesize it. The reactants are: [CH3:1][O:2][C:3](=[O:17])[CH2:4][C:5]1[CH:10]=[CH:9][CH:8]=[C:7]([S:11]C(=O)N(C)C)[CH:6]=1.[OH-].[K+]. (3) Given the product [CH:1]1([N:5]2[CH2:11][CH2:10][C:9]3[CH:12]=[C:13]([O:16][CH:17]4[CH2:22][CH2:21][N:20]([C:53]([N:54]5[CH2:62][CH2:61][O:60][CH2:59][CH2:58]5)=[O:55])[CH2:19][CH2:18]4)[CH:14]=[CH:15][C:8]=3[CH2:7][CH2:6]2)[CH2:2][CH2:3][CH2:4]1, predict the reactants needed to synthesize it. The reactants are: [CH:1]1([N:5]2[CH2:11][CH2:10][C:9]3[CH:12]=[C:13]([O:16][CH:17]4[CH2:22][CH2:21][NH:20][CH2:19][CH2:18]4)[CH:14]=[CH:15][C:8]=3[CH2:7][CH2:6]2)[CH2:4][CH2:3][CH2:2]1.CCN(CC1C=CC=CC=1)CC.C=CC1C=CC=CC=1.C=CC1C=CC(C=C)=CC=1.[C:53](Cl)(=[O:55])[NH2:54].N1[CH2:62][CH2:61][O:60][CH2:59][CH2:58]1.